This data is from Catalyst prediction with 721,799 reactions and 888 catalyst types from USPTO. The task is: Predict which catalyst facilitates the given reaction. (1) The catalyst class is: 2. Reactant: [N+:1]([C:4]1[CH:5]=[C:6]([S:10][CH3:11])[CH:7]=[CH:8][CH:9]=1)([O-:3])=[O:2].S(Cl)(Cl)(=O)=[O:13].CCO. Product: [CH3:11][S:10]([C:6]1[CH:7]=[CH:8][CH:9]=[C:4]([N+:1]([O-:3])=[O:2])[CH:5]=1)=[O:13]. (2) Reactant: [C:1]([O:5][C:6]1[CH:11]=[C:10]([CH3:12])[C:9]([O:13][CH2:14][CH2:15][CH2:16][CH2:17][CH:18]([P:25]([CH2:29][CH3:30])([CH2:27][CH3:28])=[O:26])[P:19]([CH2:23][CH3:24])([CH2:21][CH3:22])=[O:20])=[C:8]([CH3:31])[C:7]=1[CH2:32][CH2:33][C:34]([O:36]CC1C=CC=CC=1)=[O:35])(=[O:4])[CH2:2][CH3:3]. Product: [C:1]([O:5][C:6]1[CH:11]=[C:10]([CH3:12])[C:9]([O:13][CH2:14][CH2:15][CH2:16][CH2:17][CH:18]([P:25]([CH2:29][CH3:30])([CH2:27][CH3:28])=[O:26])[P:19]([CH2:23][CH3:24])([CH2:21][CH3:22])=[O:20])=[C:8]([CH3:31])[C:7]=1[CH2:32][CH2:33][C:34]([OH:36])=[O:35])(=[O:4])[CH2:2][CH3:3]. The catalyst class is: 19. (3) Reactant: [O:1]=[C:2]1[C:11]2[C:6](=[CH:7][CH:8]=[CH:9][CH:10]=2)[NH:5][CH:4]=[C:3]1[C:12]([NH:14][C:15]1[CH:20]=[CH:19][C:18]([N:21]2[CH2:25][CH2:24][CH2:23][C@@H:22]2[C:26]([O:28]C(C)(C)C)=[O:27])=[CH:17][C:16]=1[C:33]([F:36])([F:35])[F:34])=[O:13].C(O)(C(F)(F)F)=O. Product: [O:1]=[C:2]1[C:11]2[C:6](=[CH:7][CH:8]=[CH:9][CH:10]=2)[NH:5][CH:4]=[C:3]1[C:12]([NH:14][C:15]1[CH:20]=[CH:19][C:18]([N:21]2[CH2:25][CH2:24][CH2:23][C@@H:22]2[C:26]([OH:28])=[O:27])=[CH:17][C:16]=1[C:33]([F:36])([F:35])[F:34])=[O:13]. The catalyst class is: 2.